From a dataset of Forward reaction prediction with 1.9M reactions from USPTO patents (1976-2016). Predict the product of the given reaction. (1) Given the reactants [C:1]([C@@H:3]1[CH2:7][CH2:6][CH2:5][N:4]1[C:8]([O:10]C(C)(C)C)=O)#[N:2].FC(F)(F)C(O)=O.[CH2:22]([C:34]1[CH:42]=[CH:41][C:37](C(O)=O)=[CH:36][CH:35]=1)[CH2:23][CH2:24][CH2:25][CH2:26][CH2:27][CH2:28][CH2:29][CH2:30][CH2:31][CH2:32][CH3:33].C1CN([P+](ON2N=NC3C=CC=CC2=3)(N2CCCC2)N2CCCC2)CC1.F[P-](F)(F)(F)(F)F.C(N(CC)C(C)C)(C)C, predict the reaction product. The product is: [CH2:22]([C:34]1[CH:35]=[CH:36][C:37]([C:8]([N:4]2[CH2:5][CH2:6][CH2:7][C@H:3]2[C:1]#[N:2])=[O:10])=[CH:41][CH:42]=1)[CH2:23][CH2:24][CH2:25][CH2:26][CH2:27][CH2:28][CH2:29][CH2:30][CH2:31][CH2:32][CH3:33]. (2) Given the reactants [NH2:1][C@H:2]1[CH2:7][CH2:6][C@H:5]([N:8]([CH2:32][CH3:33])[C:9]2[C:24]3[CH2:23][CH:22]=[CH:21][CH2:20][CH2:19][C:18]4[CH:25]=[C:26]([CH3:30])[NH:27][C:28](=[O:29])[C:17]=4[CH2:16][NH:15][C:14](=[O:31])[C:13]=3[CH:12]=[CH:11][CH:10]=2)[CH2:4][CH2:3]1.O1[CH2:39][CH2:38][CH2:37]OS1(=O)=O.[OH-].[Na+], predict the reaction product. The product is: [N:1]1([C@H:2]2[CH2:7][CH2:6][C@H:5]([N:8]([CH2:32][CH3:33])[C:9]3[C:24]4[CH2:23][CH:22]=[CH:21][CH2:20][CH2:19][C:18]5[CH:25]=[C:26]([CH3:30])[NH:27][C:28](=[O:29])[C:17]=5[CH2:16][NH:15][C:14](=[O:31])[C:13]=4[CH:12]=[CH:11][CH:10]=3)[CH2:4][CH2:3]2)[CH2:39][CH2:38][CH2:37]1. (3) Given the reactants ClC(Cl)C.[CH:5]1([CH2:11][CH2:12][CH2:13][CH2:14][NH:15][C:16]([C:18]2[N:19]=[C:20]([C@@H:23]3[CH:28]4[O:29][C@@H:25]([CH2:26][CH2:27]4)[C@@H:24]3[CH2:30][C:31]3[CH:36]=[C:35]([F:37])[CH:34]=[CH:33][C:32]=3[CH2:38][CH2:39][C:40]([OH:42])=O)[O:21][CH:22]=2)=[O:17])[CH2:10][CH2:9][CH2:8][CH2:7][CH2:6]1.C(N(CC)CC)C.ClC(OCC)=O.[CH2:56]([CH2:58][NH2:59])[OH:57], predict the reaction product. The product is: [CH:5]1([CH2:11][CH2:12][CH2:13][CH2:14][NH:15][C:16]([C:18]2[N:19]=[C:20]([CH:23]3[CH:24]([CH2:30][C:31]4[CH:36]=[C:35]([F:37])[CH:34]=[CH:33][C:32]=4[CH2:38][CH2:39][C:40](=[O:42])[NH:59][CH2:58][CH2:56][OH:57])[CH:25]4[O:29][CH:28]3[CH2:27][CH2:26]4)[O:21][CH:22]=2)=[O:17])[CH2:6][CH2:7][CH2:8][CH2:9][CH2:10]1. (4) The product is: [NH2:1][C:2]1[C:11]2[N:12]=[C:13]([CH2:35][CH2:36][CH2:37][CH3:38])[N:14]([CH2:15][CH2:16][NH:17][C:18](=[O:34])[C:19]3[CH:24]=[C:23]([C:25]([CH3:27])([CH3:28])[CH3:26])[C:22]([OH:29])=[C:21]([C:30]([CH3:33])([CH3:32])[CH3:31])[CH:20]=3)[C:10]=2[C:9]2[NH:8][CH2:7][CH2:6][CH2:5][C:4]=2[N:3]=1. Given the reactants [NH2:1][C:2]1[C:11]2[N:12]=[C:13]([CH2:35][CH2:36][CH2:37][CH3:38])[N:14]([CH2:15][CH2:16][NH:17][C:18](=[O:34])[C:19]3[CH:24]=[C:23]([C:25]([CH3:28])([CH3:27])[CH3:26])[C:22]([OH:29])=[C:21]([C:30]([CH3:33])([CH3:32])[CH3:31])[CH:20]=3)[C:10]=2[C:9]2[N:8]=[CH:7][CH:6]=[CH:5][C:4]=2[N:3]=1, predict the reaction product. (5) Given the reactants O1CCCCC1[N:7]1[C:15]2[C:10](=[CH:11][C:12]([C:16]3[N:20]=[CH:19][N:18](C(C4C=CC=CC=4)(C4C=CC=CC=4)C4C=CC=CC=4)[N:17]=3)=[CH:13][CH:14]=2)[C:9]([C:40]2[CH:41]=[C:42]([NH:46][C:47](=[O:55])[CH2:48][C:49]3[CH:54]=[CH:53][CH:52]=[CH:51][CH:50]=3)[CH:43]=[CH:44][CH:45]=2)=[N:8]1, predict the reaction product. The product is: [NH:18]1[CH:19]=[N:20][C:16]([C:12]2[CH:11]=[C:10]3[C:15](=[CH:14][CH:13]=2)[NH:7][N:8]=[C:9]3[C:40]2[CH:41]=[C:42]([NH:46][C:47](=[O:55])[CH2:48][C:49]3[CH:50]=[CH:51][CH:52]=[CH:53][CH:54]=3)[CH:43]=[CH:44][CH:45]=2)=[N:17]1.